This data is from Forward reaction prediction with 1.9M reactions from USPTO patents (1976-2016). The task is: Predict the product of the given reaction. (1) Given the reactants [Br:1][CH2:2][CH2:3][CH2:4][CH2:5][CH2:6][C:7]([OH:9])=O.[Cl:10]CCl.C(Cl)(=O)C(Cl)=O, predict the reaction product. The product is: [Br:1][CH2:2][CH2:3][CH2:4][CH2:5][CH2:6][C:7]([Cl:10])=[O:9]. (2) Given the reactants [CH3:1][O:2][C:3]1[CH:4]=[C:5]2[C:10](=[CH:11][C:12]=1[O:13][CH3:14])[NH:9][C:8](=[O:15])[NH:7][C:6]2=[O:16].C(O[C@@H:21]1[O:43][C@H:42]([CH2:44][O:45][C:46](=[O:53])[C:47]2[CH:52]=[CH:51][CH:50]=[CH:49][CH:48]=2)[C@@H:32]([O:33][C:34](=[O:41])[C:35]2[CH:40]=[CH:39][CH:38]=[CH:37][CH:36]=2)[C@H:22]1[O:23][C:24](=[O:31])[C:25]1[CH:30]=[CH:29][CH:28]=[CH:27][CH:26]=1)(=O)C.C/C(/O[Si](C)(C)C)=N\[Si](C)(C)C.C(=O)(O)[O-].[Na+], predict the reaction product. The product is: [C:34]([O:33][C@H:32]1[C@@H:22]([O:23][C:24](=[O:31])[C:25]2[CH:30]=[CH:29][CH:28]=[CH:27][CH:26]=2)[C@H:21]([N:9]2[C:10]3[C:5](=[CH:4][C:3]([O:2][CH3:1])=[C:12]([O:13][CH3:14])[CH:11]=3)[C:6](=[O:16])[NH:7][C:8]2=[O:15])[O:43][C@@H:42]1[CH2:44][O:45][C:46](=[O:53])[C:47]1[CH:48]=[CH:49][CH:50]=[CH:51][CH:52]=1)(=[O:41])[C:35]1[CH:40]=[CH:39][CH:38]=[CH:37][CH:36]=1. (3) Given the reactants [CH2:1]([O:8][C:9]1[CH:10]=[C:11]([NH2:15])[CH:12]=[CH:13][CH:14]=1)[C:2]1[CH:7]=[CH:6][CH:5]=[CH:4][CH:3]=1.CCN(C(C)C)C(C)C.[CH3:25][S:26]([C:29]1[S:33][C:32]([C:34](Cl)=[O:35])=[C:31]2[CH2:37][C:38]([CH3:43])([CH3:42])[CH2:39][C:40](=[O:41])[C:30]=12)(=[O:28])=[O:27], predict the reaction product. The product is: [CH2:1]([O:8][C:9]1[CH:10]=[C:11]([NH:15][C:34]([C:32]2[S:33][C:29]([S:26]([CH3:25])(=[O:27])=[O:28])=[C:30]3[C:40](=[O:41])[CH2:39][C:38]([CH3:43])([CH3:42])[CH2:37][C:31]=23)=[O:35])[CH:12]=[CH:13][CH:14]=1)[C:2]1[CH:3]=[CH:4][CH:5]=[CH:6][CH:7]=1.